This data is from Reaction yield outcomes from USPTO patents with 853,638 reactions. The task is: Predict the reaction yield, written as a fraction of the theoretical maximum amount of product (1.0 means a 100% yield; for example, 0.34 means a 34% yield). (1) The reactants are CN(C=O)C.[Br:6][C:7]1[O:11][C:10]([C:12](Cl)=[O:13])=[CH:9][CH:8]=1.[CH:15]1[C:27]2[CH2:26][C:25]3[C:20](=[CH:21][CH:22]=[C:23]([C:28]4[S:32][C:31]([NH2:33])=[N:30][CH:29]=4)[CH:24]=3)[C:19]=2[CH:18]=[CH:17][CH:16]=1.CCN(CC)CC. The catalyst is C1COCC1. The product is [CH:24]1[C:25]2[CH2:26][C:27]3[C:19](=[CH:18][CH:17]=[CH:16][CH:15]=3)[C:20]=2[CH:21]=[CH:22][C:23]=1[C:28]1[S:32][C:31]([NH:33][C:12]([C:10]2[O:11][C:7]([Br:6])=[CH:8][CH:9]=2)=[O:13])=[N:30][CH:29]=1. The yield is 0.250. (2) The reactants are [CH2:1]([C:3]1[CH:4]=[CH:5][C:6]2[N:7]([C:9]([C:30]3[CH:35]=[CH:34][CH:33]=[CH:32][CH:31]=3)=[C:10]([C:12]3[CH:17]=[CH:16][C:15]([C:18]4([NH:22]C(=O)OC(C)(C)C)[CH2:21][CH2:20][CH2:19]4)=[CH:14][CH:13]=3)[N:11]=2)[N:8]=1)[CH3:2].Cl.O1CCOCC1.[OH-].[Na+]. The catalyst is C(Cl)Cl.CO. The product is [CH2:1]([C:3]1[CH:4]=[CH:5][C:6]2[N:7]([C:9]([C:30]3[CH:31]=[CH:32][CH:33]=[CH:34][CH:35]=3)=[C:10]([C:12]3[CH:17]=[CH:16][C:15]([C:18]4([NH2:22])[CH2:19][CH2:20][CH2:21]4)=[CH:14][CH:13]=3)[N:11]=2)[N:8]=1)[CH3:2]. The yield is 0.520. (3) The reactants are [Br:1][C:2]1[CH:3]=[C:4]2[C:9](=[CH:10][CH:11]=1)[C:8]([CH2:12][N:13]1[C:19]3[CH:20]=[CH:21][CH:22]=[CH:23][C:18]=3[N:17]([C:24](=[O:73])[C:25]3[CH:30]=[CH:29][C:28]([C:31]([N:33]4[C:39]5[CH:40]=[CH:41][CH:42]=[CH:43][C:38]=5[N:37]([CH2:44][C:45]5[C:54]6[C:49](=[CH:50][C:51]([Br:55])=[CH:52][CH:53]=6)[CH:48]=[CH:47][C:46]=5[O:56][CH3:57])[C:36](=[O:58])[C@@H:35]([NH:59][C:60](=[O:72])[C@@H:61]([N:63](C(OC(C)(C)C)=O)[CH3:64])[CH3:62])[CH2:34]4)=[O:32])=[CH:27][CH:26]=3)[CH2:16][C@H:15]([NH:74][C:75](=[O:87])[C@@H:76]([N:78](C)[C:79](=O)OC(C)(C)C)[CH3:77])[C:14]1=[O:88])=[C:7]([O:89][CH3:90])[CH:6]=[CH:5]2.C([Cl:94])(=O)C. The catalyst is CO. The product is [ClH:94].[ClH:94].[Br:55][C:51]1[CH:50]=[C:49]2[C:54](=[CH:53][CH:52]=1)[C:45]([CH2:44][N:37]1[C:38]3[CH:43]=[CH:42][CH:41]=[CH:40][C:39]=3[N:33]([C:31](=[O:32])[C:28]3[CH:27]=[CH:26][C:25]([C:24]([N:17]4[C:18]5[CH:23]=[CH:22][CH:21]=[CH:20][C:19]=5[N:13]([CH2:12][C:8]5[C:9]6[C:4](=[CH:3][C:2]([Br:1])=[CH:11][CH:10]=6)[CH:5]=[CH:6][C:7]=5[O:89][CH3:90])[C:14](=[O:88])[C@@H:15]([NH:74][C:75](=[O:87])[C@@H:76]([NH:78][CH3:79])[CH3:77])[CH2:16]4)=[O:73])=[CH:30][CH:29]=3)[CH2:34][C@H:35]([NH:59][C:60](=[O:72])[C@@H:61]([NH:63][CH3:64])[CH3:62])[C:36]1=[O:58])=[C:46]([O:56][CH3:57])[CH:47]=[CH:48]2. The yield is 0.840. (4) The reactants are [CH2:1]([O:3][C:4](=[O:30])[CH:5]=[C:6]([N:13]1[C:21]2[C:16](=[CH:17][C:18]([O:22]CC3C=CC=CC=3)=[CH:19][CH:20]=2)[CH:15]=[CH:14]1)[C:7]1[CH:12]=[CH:11][CH:10]=[CH:9][CH:8]=1)[CH3:2]. The product is [CH2:1]([O:3][C:4](=[O:30])[CH2:5][CH:6]([N:13]1[C:21]2[C:16](=[CH:17][C:18]([OH:22])=[CH:19][CH:20]=2)[CH:15]=[CH:14]1)[C:7]1[CH:12]=[CH:11][CH:10]=[CH:9][CH:8]=1)[CH3:2]. The yield is 0.960. The catalyst is [Pd].CO.